From a dataset of Catalyst prediction with 721,799 reactions and 888 catalyst types from USPTO. Predict which catalyst facilitates the given reaction. (1) Reactant: [F:1][C:2]1[CH:7]=[CH:6][CH:5]=[CH:4][C:3]=1[C:8]1[C:17]([CH3:18])=[C:16]([NH:19][C:20]2[CH:25]=[C:24](B3OC(C)(C)C(C)(C)O3)[CH:23]=[CH:22][C:21]=2[N:35]2[CH2:40][CH2:39][O:38][CH2:37][CH2:36]2)[C:15]2[C:10](=[CH:11][CH:12]=[CH:13][CH:14]=2)[N:9]=1.Br[C:42]1[CH:47]=[CH:46][N:45]=[C:44]([NH2:48])[CH:43]=1.C(=O)([O-])[O-].[Na+].[Na+]. Product: [NH2:48][C:44]1[CH:43]=[C:42]([C:24]2[CH:23]=[CH:22][C:21]([N:35]3[CH2:36][CH2:37][O:38][CH2:39][CH2:40]3)=[C:20]([NH:19][C:16]3[C:15]4[C:10](=[CH:11][CH:12]=[CH:13][CH:14]=4)[N:9]=[C:8]([C:3]4[CH:4]=[CH:5][CH:6]=[CH:7][C:2]=4[F:1])[C:17]=3[CH3:18])[CH:25]=2)[CH:47]=[CH:46][N:45]=1. The catalyst class is: 551. (2) Reactant: C(OC([N:8]1[CH2:13][CH2:12][C:11](=[O:14])[CH2:10][CH2:9]1)=O)(C)(C)C.[H-].C([Al+]CC(C)C)C(C)C.O.O.O.O.[C:29]([CH:32]([CH:34]([C:36]([O-])=O)O)O)([O-])=O.[Na+].[K+]. Product: [CH2:29]([O:14][CH:11]1[CH2:10][CH2:9][NH:8][CH2:13][CH2:12]1)[CH2:32][CH2:34][CH3:36]. The catalyst class is: 182. (3) The catalyst class is: 217. Reactant: O[CH2:2][CH2:3][N:4]([CH:35]([CH3:37])[CH3:36])[C:5]([C:7]1[C:12]([O:13][CH2:14][C:15]2[CH:20]=[CH:19][CH:18]=[CH:17][CH:16]=2)=[C:11]([OH:21])[N:10]=[C:9]([CH2:22][C:23]2[C:28]([C:29]3[CH:34]=[CH:33][CH:32]=[CH:31][CH:30]=3)=[CH:27][CH:26]=[CH:25][N:24]=2)[N:8]=1)=[O:6].C1(P(C2C=CC=CC=2)C2C=CC=CC=2)C=CC=CC=1.CO. Product: [CH2:14]([O:13][C:12]1[C:11](=[O:21])[N:10]=[C:9]([CH2:22][C:23]2[C:28]([C:29]3[CH:30]=[CH:31][CH:32]=[CH:33][CH:34]=3)=[CH:27][CH:26]=[CH:25][N:24]=2)[N:8]2[CH2:2][CH2:3][N:4]([CH:35]([CH3:36])[CH3:37])[C:5](=[O:6])[C:7]=12)[C:15]1[CH:20]=[CH:19][CH:18]=[CH:17][CH:16]=1. (4) The catalyst class is: 68. Reactant: [Cl:1][C:2]1[CH:3]=[C:4]([CH:6]=[CH:7][CH:8]=1)[NH2:5].[C:9]([O:13][C:14]([NH:16][C@@H:17]([CH2:20][CH2:21][S:22][CH3:23])[CH:18]=O)=[O:15])([CH3:12])([CH3:11])[CH3:10].C(O)(=O)C.C(O[BH-](OC(=O)C)OC(=O)C)(=O)C.[Na+]. Product: [C:9]([O:13][C:14]([NH:16][C@@H:17]([CH2:20][CH2:21][S:22][CH3:23])[CH2:18][NH:5][C:4]1[CH:6]=[CH:7][CH:8]=[C:2]([Cl:1])[CH:3]=1)=[O:15])([CH3:10])([CH3:12])[CH3:11]. (5) Reactant: Br[C:2]1[S:10][C:9]2[C:8](=[O:11])[NH:7][C:6]([CH3:13])([CH3:12])[N:5]([CH3:14])[C:4]=2[CH:3]=1.[CH2:15]([C:17]1[N:21]([S:22]([N:25]([CH3:27])[CH3:26])(=[O:24])=[O:23])[N:20]=[CH:19][C:18]=1B1OC(C)(C)C(C)(C)O1)[CH3:16].C(=O)([O-])[O-].[Cs+].[Cs+].COCCOC. Product: [CH2:15]([C:17]1[N:21]([S:22]([N:25]([CH3:27])[CH3:26])(=[O:24])=[O:23])[N:20]=[CH:19][C:18]=1[C:2]1[S:10][C:9]2[C:8](=[O:11])[NH:7][C:6]([CH3:13])([CH3:12])[N:5]([CH3:14])[C:4]=2[CH:3]=1)[CH3:16]. The catalyst class is: 6. (6) Reactant: [F:1][C:2]1[CH:3]=[CH:4][C:5]([C:8]2[C:12]([CH2:13]O)=[C:11]([CH3:15])[O:10][N:9]=2)=[N:6][CH:7]=1.S(Cl)([Cl:18])=O. Product: [Cl:18][CH2:13][C:12]1[C:8]([C:5]2[CH:4]=[CH:3][C:2]([F:1])=[CH:7][N:6]=2)=[N:9][O:10][C:11]=1[CH3:15]. The catalyst class is: 2. (7) Reactant: [CH3:1][C:2]1[C:11]2[C:6](=[CH:7][CH:8]=[CH:9][CH:10]=2)[CH:5]=[N:4][C:3]=1[N:12]([CH2:25][C:26]1[CH:31]=[CH:30][C:29]([O:32][C:33]([F:36])([F:35])[F:34])=[CH:28][CH:27]=1)[S:13]([C:16]1[CH:24]=[CH:23][C:19]([C:20]([O-:22])=O)=[CH:18][CH:17]=1)(=[O:15])=[O:14].[Na+].[Cl-].[NH4+].C([N:43](CC)C(C)C)(C)C.C[NH3+].F[P-](F)(F)(F)(F)F.N1(OC(N(C)C)=[N+](C)C)C2N=CC=CC=2N=N1.F[P-](F)(F)(F)(F)F.C(=O)([O-])O.[Na+]. Product: [CH3:1][C:2]1[C:11]2[C:6](=[CH:7][CH:8]=[CH:9][CH:10]=2)[CH:5]=[N:4][C:3]=1[N:12]([CH2:25][C:26]1[CH:31]=[CH:30][C:29]([O:32][C:33]([F:35])([F:36])[F:34])=[CH:28][CH:27]=1)[S:13]([C:16]1[CH:24]=[CH:23][C:19]([C:20]([NH2:43])=[O:22])=[CH:18][CH:17]=1)(=[O:15])=[O:14]. The catalyst class is: 80. (8) Reactant: C(OC1C(O)=[N:12][C:13]([C:20]2([CH3:43])[CH2:25][N:24]([C:26]([O:28][C:29]([CH3:32])([CH3:31])[CH3:30])=[O:27])[CH2:23][CH2:22][N:21]2[C:33]([O:35][CH2:36][C:37]2[CH:42]=[CH:41][CH:40]=[CH:39][CH:38]=2)=[O:34])=NC=1C(OC)=O)(=O)C1C=CC=CC=1. Product: [C:13]([C:20]1([CH3:43])[CH2:25][N:24]([C:26]([O:28][C:29]([CH3:32])([CH3:31])[CH3:30])=[O:27])[CH2:23][CH2:22][N:21]1[C:33]([O:35][CH2:36][C:37]1[CH:38]=[CH:39][CH:40]=[CH:41][CH:42]=1)=[O:34])#[N:12]. The catalyst class is: 99. (9) Reactant: [N+:1]([C:4]1[CH:5]=[CH:6][C:7]([N:10]2[CH2:23][CH2:22][C:13]3([CH2:16][CH:15]([C:17]([O:19][CH2:20][CH3:21])=[O:18])[CH2:14]3)[CH2:12][CH2:11]2)=[N:8][CH:9]=1)([O-])=O. Product: [NH2:1][C:4]1[CH:5]=[CH:6][C:7]([N:10]2[CH2:23][CH2:22][C:13]3([CH2:16][CH:15]([C:17]([O:19][CH2:20][CH3:21])=[O:18])[CH2:14]3)[CH2:12][CH2:11]2)=[N:8][CH:9]=1. The catalyst class is: 78. (10) Reactant: [Br:1]N1C(=O)CCC1=O.[Br:9][C:10]1[CH:11]=[CH:12][C:13]2[S:17][C:16]([CH3:18])=[N:15][C:14]=2[CH:19]=1. Product: [Br:9][C:10]1[CH:11]=[CH:12][C:13]2[S:17][C:16]([CH2:18][Br:1])=[N:15][C:14]=2[CH:19]=1. The catalyst class is: 53.